From a dataset of Full USPTO retrosynthesis dataset with 1.9M reactions from patents (1976-2016). Predict the reactants needed to synthesize the given product. (1) Given the product [F:1][C:2]1[CH:3]=[CH:4][C:5]2[CH2:15][O:14][C:8]3([CH2:9][CH2:10][N:11]([CH2:26][CH:18]([CH2:17][OH:16])[C:19]([O:21][C:22]([CH3:24])([CH3:23])[CH3:25])=[O:20])[CH2:12][CH2:13]3)[C:6]=2[CH:7]=1, predict the reactants needed to synthesize it. The reactants are: [F:1][C:2]1[CH:3]=[CH:4][C:5]2[CH2:15][O:14][C:8]3([CH2:13][CH2:12][NH:11][CH2:10][CH2:9]3)[C:6]=2[CH:7]=1.[OH:16][CH2:17][C:18](=[CH2:26])[C:19]([O:21][C:22]([CH3:25])([CH3:24])[CH3:23])=[O:20]. (2) Given the product [C:1]([O:5][C:6]([N:8]1[CH2:13][CH2:12][CH2:11][C@H:10]([C:14](=[O:16])[NH:77][C@H:65]([C:66]([C:68]2[S:69][C:70]3[CH:76]=[CH:75][CH:74]=[CH:73][C:71]=3[N:72]=2)=[O:67])[CH2:64][CH2:63][CH2:62][CH2:61][NH:60][C:59]([O:58][CH2:51][C:52]2[CH:57]=[CH:56][CH:55]=[CH:54][CH:53]=2)=[O:78])[CH2:9]1)=[O:7])([CH3:2])([CH3:3])[CH3:4], predict the reactants needed to synthesize it. The reactants are: [C:1]([O:5][C:6]([N:8]1[CH2:13][CH2:12][CH2:11][C@H:10]([C:14]([OH:16])=O)[CH2:9]1)=[O:7])([CH3:4])([CH3:3])[CH3:2].CN(C(ON1N=NC2C=CC=NC1=2)=[N+](C)C)C.F[P-](F)(F)(F)(F)F.CCN(C(C)C)C(C)C.Cl.[CH2:51]([O:58][C:59](=[O:78])[NH:60][CH2:61][CH2:62][CH2:63][CH2:64][C@H:65]([NH2:77])[C:66]([C:68]1[S:69][C:70]2[CH:76]=[CH:75][CH:74]=[CH:73][C:71]=2[N:72]=1)=[O:67])[C:52]1[CH:57]=[CH:56][CH:55]=[CH:54][CH:53]=1. (3) Given the product [Cl:27][C:5]1[C:6]([N:8]([CH3:26])[CH:9]2[CH2:10][CH2:11][C:12]3([CH2:16][N:15]([C:17]([O:19][C:20]([CH3:21])([CH3:22])[CH3:23])=[O:18])[CH2:14][CH2:13]3)[CH2:24][CH2:25]2)=[N:7][C:2]([NH:35][C:33]2[CH:32]=[N:31][N:30]([CH3:29])[CH:34]=2)=[N:3][CH:4]=1, predict the reactants needed to synthesize it. The reactants are: Cl[C:2]1[N:7]=[C:6]([N:8]([CH3:26])[CH:9]2[CH2:25][CH2:24][C:12]3([CH2:16][N:15]([C:17]([O:19][C:20]([CH3:23])([CH3:22])[CH3:21])=[O:18])[CH2:14][CH2:13]3)[CH2:11][CH2:10]2)[C:5]([Cl:27])=[CH:4][N:3]=1.Cl.[CH3:29][N:30]1[CH:34]=[C:33]([NH2:35])[CH:32]=[N:31]1.CCN(C(C)C)C(C)C.